This data is from Reaction yield outcomes from USPTO patents with 853,638 reactions. The task is: Predict the reaction yield, written as a fraction of the theoretical maximum amount of product (1.0 means a 100% yield; for example, 0.34 means a 34% yield). (1) The reactants are [Cl:1][S:2]([OH:5])(=O)=[O:3].[F:6][C:7]([F:23])([F:22])[C:8]([N:10]1[CH2:15][CH2:14][CH:13]([C:16]2[CH:21]=[CH:20][CH:19]=[CH:18][CH:17]=2)[CH2:12][CH2:11]1)=[O:9]. The product is [F:23][C:7]([F:6])([F:22])[C:8]([N:10]1[CH2:15][CH2:14][CH:13]([C:16]2[CH:21]=[CH:20][C:19]([S:2]([Cl:1])(=[O:5])=[O:3])=[CH:18][CH:17]=2)[CH2:12][CH2:11]1)=[O:9]. The catalyst is CCOC(C)=O. The yield is 0.940. (2) The reactants are [CH3:1][Sn](C)(C)C.Cl[C:7]1[N:8]=[C:9]([C:33]2[CH:34]=[N:35][N:36]([CH3:38])[CH:37]=2)[N:10]=[C:11]2[C:19]=1[NH:18][C:17]1[N:16]=[CH:15][C:14]([C:20]3[CH:25]=[CH:24][C:23]([N:26]4[CH2:31][CH2:30][N:29]([CH3:32])[CH2:28][CH2:27]4)=[CH:22][CH:21]=3)=[CH:13][C:12]2=1.[Cl-].[Li+]. The catalyst is CN(C=O)C.O.Cl[Pd](Cl)([P](C1C=CC=CC=1)(C1C=CC=CC=1)C1C=CC=CC=1)[P](C1C=CC=CC=1)(C1C=CC=CC=1)C1C=CC=CC=1. The product is [CH3:1][C:7]1[N:8]=[C:9]([C:33]2[CH:34]=[N:35][N:36]([CH3:38])[CH:37]=2)[N:10]=[C:11]2[C:19]=1[NH:18][C:17]1[N:16]=[CH:15][C:14]([C:20]3[CH:25]=[CH:24][C:23]([N:26]4[CH2:27][CH2:28][N:29]([CH3:32])[CH2:30][CH2:31]4)=[CH:22][CH:21]=3)=[CH:13][C:12]2=1. The yield is 0.430. (3) The catalyst is O. The yield is 0.800. The product is [Br:1][C:2]1[CH:3]=[C:4]([NH:9][CH2:14][CH:13]([O:16][CH2:17][CH3:18])[O:12][CH2:10][CH3:11])[CH:5]=[CH:6][C:7]=1[CH3:8]. The reactants are [Br:1][C:2]1[CH:3]=[C:4]([NH2:9])[CH:5]=[CH:6][C:7]=1[CH3:8].[CH2:10]([O:12][CH:13]([O:16][CH2:17][CH3:18])[CH2:14]Br)[CH3:11].C(N(CC)CC)C.C(O)C. (4) The reactants are C([O:3][C:4]([C:6]1([C:9]2[CH:14]=[CH:13][C:12]([C:15]3[CH:20]=[CH:19][C:18]([C:21]4[S:22][C:23]([Cl:39])=[CH:24][C:25]=4[NH:26][C:27]([O:29][C@@H:30]([C:32]4[CH:37]=[CH:36][CH:35]=[CH:34][C:33]=4[Cl:38])[CH3:31])=[O:28])=[CH:17][CH:16]=3)=[CH:11][CH:10]=2)[CH2:8][CH2:7]1)=[O:5])C.[OH-].[Na+].Cl. The catalyst is C(O)(C)C. The product is [Cl:39][C:23]1[S:22][C:21]([C:18]2[CH:17]=[CH:16][C:15]([C:12]3[CH:11]=[CH:10][C:9]([C:6]4([C:4]([OH:5])=[O:3])[CH2:8][CH2:7]4)=[CH:14][CH:13]=3)=[CH:20][CH:19]=2)=[C:25]([NH:26][C:27]([O:29][C@@H:30]([C:32]2[CH:37]=[CH:36][CH:35]=[CH:34][C:33]=2[Cl:38])[CH3:31])=[O:28])[CH:24]=1. The yield is 0.550. (5) The reactants are [N:1]1[CH:6]=[CH:5][CH:4]=[C:3]([CH2:7][OH:8])[CH:2]=1.C[Si](C)(C)[N-][Si](C)(C)C.[Li+].Cl[C:20]1[N:25]=[CH:24][N:23]2[N:26]=[CH:27][C:28]([C:29]([NH:31][CH:32]([CH3:34])[CH3:33])=[O:30])=[C:22]2[CH:21]=1. The catalyst is CN(C=O)C. The product is [CH:32]([NH:31][C:29]([C:28]1[CH:27]=[N:26][N:23]2[CH:22]=[CH:21][C:20]([O:8][CH2:7][C:3]3[CH:2]=[N:1][CH:6]=[CH:5][CH:4]=3)=[N:25][C:24]=12)=[O:30])([CH3:34])[CH3:33]. The yield is 0.680. (6) The reactants are [C:1]([C:5]1[NH:6][C:7]2[C:12]([CH:13]=1)=[CH:11][CH:10]=[C:9]([N+:14]([O-])=O)[CH:8]=2)([CH3:4])([CH3:3])[CH3:2]. The catalyst is CO.[Ni]. The product is [C:1]([C:5]1[NH:6][C:7]2[C:12]([CH:13]=1)=[CH:11][CH:10]=[C:9]([NH2:14])[CH:8]=2)([CH3:4])([CH3:2])[CH3:3]. The yield is 0.890.